This data is from Catalyst prediction with 721,799 reactions and 888 catalyst types from USPTO. The task is: Predict which catalyst facilitates the given reaction. (1) The catalyst class is: 4. Reactant: [NH2:1][C@@:2]1([C:12]2[CH:17]=[CH:16][CH:15]=[CH:14][C:13]=2[F:18])[CH2:7][CH2:6][CH:5]([O:8][CH3:9])[CH2:4][C@H:3]1[CH2:10][OH:11].[C:19]([N:27]=[C:28]=[S:29])(=[O:26])[C:20]1[CH:25]=[CH:24][CH:23]=[CH:22][CH:21]=1. Product: [C:19]([NH:27][C:28]([NH:1][C@@:2]1([C:12]2[CH:17]=[CH:16][CH:15]=[CH:14][C:13]=2[F:18])[CH2:7][CH2:6][CH:5]([O:8][CH3:9])[CH2:4][C@H:3]1[CH2:10][OH:11])=[S:29])(=[O:26])[C:20]1[CH:25]=[CH:24][CH:23]=[CH:22][CH:21]=1. (2) Product: [CH3:18][C:19]1[CH:24]=[CH:23][CH:22]=[CH:21][C:20]=1[O:25][C:2]1[CH:7]=[C:6]([O:8][CH2:9][C:10]#[CH:11])[N:5]=[CH:4][N:3]=1. Reactant: Cl[C:2]1[CH:7]=[C:6]([O:8][CH2:9][C:10]#[CH:11])[N:5]=[CH:4][N:3]=1.C(=O)([O-])[O-].[K+].[K+].[CH3:18][C:19]1[CH:24]=[CH:23][CH:22]=[CH:21][C:20]=1[OH:25].[Cl-].[NH4+]. The catalyst class is: 9. (3) Reactant: C[O:2][C:3](=[O:35])[CH2:4][O:5][C:6]1[CH:15]=[CH:14][C:13]([Cl:16])=[C:12]2[C:7]=1[C:8]([O:31][CH:32]([F:34])[F:33])=[C:9]([CH2:19][C:20]1[CH:25]=[CH:24][C:23]([N:26]3[CH:30]=[CH:29][CH:28]=[N:27]3)=[CH:22][CH:21]=1)[C:10]([CH2:17][CH3:18])=[N:11]2.[OH-].[Li+]. Product: [Cl:16][C:13]1[CH:14]=[CH:15][C:6]([O:5][CH2:4][C:3]([OH:35])=[O:2])=[C:7]2[C:12]=1[N:11]=[C:10]([CH2:17][CH3:18])[C:9]([CH2:19][C:20]1[CH:21]=[CH:22][C:23]([N:26]3[CH:30]=[CH:29][CH:28]=[N:27]3)=[CH:24][CH:25]=1)=[C:8]2[O:31][CH:32]([F:33])[F:34]. The catalyst class is: 632. (4) Reactant: [CH3:1][N:2]1[C:6]2=[CH:7][CH:8]=[C:9]3[C:14]([N:13]=[C:12]([C:15]4[CH:16]=[C:17]([CH:20]=[CH:21][CH:22]=4)[CH:18]=[O:19])[N:11]=[C:10]3[N:23]3[CH2:28][CH2:27][O:26][CH2:25][CH2:24]3)=[C:5]2[CH:4]=[CH:3]1.[CH3:29][Mg]Br. Product: [CH3:1][N:2]1[C:6]2=[CH:7][CH:8]=[C:9]3[C:14]([N:13]=[C:12]([C:15]4[CH:16]=[C:17]([CH:18]([OH:19])[CH3:29])[CH:20]=[CH:21][CH:22]=4)[N:11]=[C:10]3[N:23]3[CH2:28][CH2:27][O:26][CH2:25][CH2:24]3)=[C:5]2[CH:4]=[CH:3]1. The catalyst class is: 1.